This data is from NCI-60 drug combinations with 297,098 pairs across 59 cell lines. The task is: Regression. Given two drug SMILES strings and cell line genomic features, predict the synergy score measuring deviation from expected non-interaction effect. (1) Drug 1: CN1CCC(CC1)COC2=C(C=C3C(=C2)N=CN=C3NC4=C(C=C(C=C4)Br)F)OC. Drug 2: CC1OCC2C(O1)C(C(C(O2)OC3C4COC(=O)C4C(C5=CC6=C(C=C35)OCO6)C7=CC(=C(C(=C7)OC)O)OC)O)O. Cell line: NCI/ADR-RES. Synergy scores: CSS=-0.0360, Synergy_ZIP=-1.45, Synergy_Bliss=-3.20, Synergy_Loewe=-6.05, Synergy_HSA=-4.00. (2) Drug 1: C1C(C(OC1N2C=C(C(=O)NC2=O)F)CO)O. Drug 2: CC1=C(N=C(N=C1N)C(CC(=O)N)NCC(C(=O)N)N)C(=O)NC(C(C2=CN=CN2)OC3C(C(C(C(O3)CO)O)O)OC4C(C(C(C(O4)CO)O)OC(=O)N)O)C(=O)NC(C)C(C(C)C(=O)NC(C(C)O)C(=O)NCCC5=NC(=CS5)C6=NC(=CS6)C(=O)NCCC[S+](C)C)O. Cell line: SN12C. Synergy scores: CSS=19.0, Synergy_ZIP=-7.68, Synergy_Bliss=-2.02, Synergy_Loewe=-5.69, Synergy_HSA=-1.95. (3) Drug 1: CN(C(=O)NC(C=O)C(C(C(CO)O)O)O)N=O. Drug 2: CC(C)CN1C=NC2=C1C3=CC=CC=C3N=C2N. Cell line: HS 578T. Synergy scores: CSS=-2.44, Synergy_ZIP=-2.76, Synergy_Bliss=-9.29, Synergy_Loewe=-6.57, Synergy_HSA=-8.75.